This data is from Full USPTO retrosynthesis dataset with 1.9M reactions from patents (1976-2016). The task is: Predict the reactants needed to synthesize the given product. (1) The reactants are: Cl[C:2]1[N:7]=[C:6]([Cl:8])[N:5]=[C:4]([Cl:9])[N:3]=1.C(N(C(C)C)CC)(C)C.[F:19][C:20]([F:29])([F:28])[C:21]1[CH:26]=[CH:25][C:24]([NH2:27])=[CH:23][CH:22]=1. Given the product [Cl:9][C:4]1[N:5]=[C:6]([Cl:8])[N:7]=[C:2]([NH:27][C:24]2[CH:25]=[CH:26][C:21]([C:20]([F:19])([F:28])[F:29])=[CH:22][CH:23]=2)[N:3]=1, predict the reactants needed to synthesize it. (2) Given the product [CH:1]1([C:5]2[C:14]([I:17])=[CH:13][C:8]([C:9]([O:11][CH3:12])=[O:10])=[C:7]([CH2:15][CH3:16])[CH:6]=2)[CH2:2][CH2:3][CH2:4]1, predict the reactants needed to synthesize it. The reactants are: [CH:1]1([C:5]2[CH:14]=[CH:13][C:8]([C:9]([O:11][CH3:12])=[O:10])=[C:7]([CH2:15][CH3:16])[CH:6]=2)[CH2:4][CH2:3][CH2:2]1.[I:17]I.S(=O)(=O)(O)O.